From a dataset of Forward reaction prediction with 1.9M reactions from USPTO patents (1976-2016). Predict the product of the given reaction. (1) Given the reactants [C:1]([C:4]1[CH:9]=[CH:8][C:7]([N:10]2[CH:14]=[N:13][N:12]=[C:11]2[C:15]2[S:31][C:18]3[C:19]4[CH:27]=[CH:26][C:25]([C:28](O)=[O:29])=[CH:24][C:20]=4[O:21][CH2:22][CH2:23][C:17]=3[CH:16]=2)=[C:6]([Cl:32])[CH:5]=1)(O)=[O:2].CN.[CH3:35][N:36](C(ON1N=NC2C=CC=NC1=2)=[N+](C)C)C.F[P-](F)(F)(F)(F)F.C[CH2:60][N:61](C(C)C)C(C)C, predict the reaction product. The product is: [Cl:32][C:6]1[CH:5]=[C:4]([C:1](=[O:2])[NH:36][CH3:35])[CH:9]=[CH:8][C:7]=1[N:10]1[CH:14]=[N:13][N:12]=[C:11]1[C:15]1[S:31][C:18]2[C:19]3[CH:27]=[CH:26][C:25]([C:28]([NH:61][CH3:60])=[O:29])=[CH:24][C:20]=3[O:21][CH2:22][CH2:23][C:17]=2[CH:16]=1. (2) Given the reactants [CH3:1][C:2]1[CH:7]=[C:6]([CH3:8])[CH:5]=[C:4]([CH3:9])[C:3]=1[CH2:10][C:11]([OH:13])=[O:12].[CH3:14]O, predict the reaction product. The product is: [CH3:14][O:12][C:11](=[O:13])[CH2:10][C:3]1[C:2]([CH3:1])=[CH:7][C:6]([CH3:8])=[CH:5][C:4]=1[CH3:9].